This data is from NCI-60 drug combinations with 297,098 pairs across 59 cell lines. The task is: Regression. Given two drug SMILES strings and cell line genomic features, predict the synergy score measuring deviation from expected non-interaction effect. (1) Drug 1: CC(C1=C(C=CC(=C1Cl)F)Cl)OC2=C(N=CC(=C2)C3=CN(N=C3)C4CCNCC4)N. Drug 2: CC1=C2C(C(=O)C3(C(CC4C(C3C(C(C2(C)C)(CC1OC(=O)C(C(C5=CC=CC=C5)NC(=O)OC(C)(C)C)O)O)OC(=O)C6=CC=CC=C6)(CO4)OC(=O)C)O)C)O. Cell line: HCT-15. Synergy scores: CSS=19.0, Synergy_ZIP=8.23, Synergy_Bliss=9.62, Synergy_Loewe=7.70, Synergy_HSA=8.47. (2) Drug 1: C1=NC2=C(N1)C(=S)N=C(N2)N. Drug 2: CCCS(=O)(=O)NC1=C(C(=C(C=C1)F)C(=O)C2=CNC3=C2C=C(C=N3)C4=CC=C(C=C4)Cl)F. Cell line: LOX IMVI. Synergy scores: CSS=52.0, Synergy_ZIP=-5.61, Synergy_Bliss=-3.97, Synergy_Loewe=-2.85, Synergy_HSA=1.05. (3) Drug 1: CC12CCC(CC1=CCC3C2CCC4(C3CC=C4C5=CN=CC=C5)C)O. Drug 2: C1C(C(OC1N2C=NC3=C(N=C(N=C32)Cl)N)CO)O. Cell line: MALME-3M. Synergy scores: CSS=5.65, Synergy_ZIP=-1.98, Synergy_Bliss=0.781, Synergy_Loewe=-2.56, Synergy_HSA=-0.619.